Task: Predict the reactants needed to synthesize the given product.. Dataset: Full USPTO retrosynthesis dataset with 1.9M reactions from patents (1976-2016) (1) Given the product [CH3:1][O:2][C:3]1([CH2:19][C:20]([NH:25][CH3:24])=[O:21])[C:11]2[C:6](=[CH:7][CH:8]=[CH:9][CH:10]=2)[N:5]([CH:12]2[CH2:17][CH2:16][NH:15][CH2:14][CH2:13]2)[C:4]1=[O:18], predict the reactants needed to synthesize it. The reactants are: [CH3:1][O:2][C:3]1([CH2:19][C:20](OC)=[O:21])[C:11]2[C:6](=[CH:7][CH:8]=[CH:9][CH:10]=2)[N:5]([CH:12]2[CH2:17][CH2:16][NH:15][CH2:14][CH2:13]2)[C:4]1=[O:18].[CH3:24][NH2:25].C(O)C. (2) Given the product [CH3:18][N:17]1[C:16](=[O:19])[C:15]2[C:10](=[C:11]([C:20]([NH:22][C:23]3[CH:28]=[CH:27][CH:26]=[CH:25][N:24]=3)=[O:21])[CH:12]=[CH:13][CH:14]=2)[N:9]=[C:8]1[C:5]1[CH:6]=[CH:7][C:2]([CH2:70][N:71]2[CH2:75][CH2:74][CH2:73][CH2:72]2)=[CH:3][CH:4]=1, predict the reactants needed to synthesize it. The reactants are: Br[C:2]1[CH:7]=[CH:6][C:5]([C:8]2[N:17]([CH3:18])[C:16](=[O:19])[C:15]3[C:10](=[C:11]([C:20]([NH:22][C:23]4[CH:28]=[CH:27][CH:26]=[CH:25][N:24]=4)=[O:21])[CH:12]=[CH:13][CH:14]=3)[N:9]=2)=[CH:4][CH:3]=1.C([O-])([O-])=O.[Cs+].[Cs+].CC(C1C=C(C(C)C)C(C2C=CC=CC=2P(C2CCCCC2)C2CCCCC2)=C(C(C)C)C=1)C.[B-](F)(F)(F)[CH2:70][N:71]1[CH2:75][CH2:74][CH2:73][CH2:72]1.[K+].